Dataset: Catalyst prediction with 721,799 reactions and 888 catalyst types from USPTO. Task: Predict which catalyst facilitates the given reaction. (1) Product: [CH3:1][C:2]1[N:3]=[C:4]([CH:7]([CH2:14][C:15]2[CH:16]=[CH:17][C:18]([O:21][CH2:22][C:23]3[CH:24]=[CH:25][CH:26]=[CH:27][CH:28]=3)=[CH:19][CH:20]=2)[CH2:8][C:9]([O:11][CH2:12][CH3:13])=[O:10])[S:5][CH:6]=1. The catalyst class is: 5. Reactant: [CH3:1][C:2]1[N:3]=[C:4](/[C:7](/[CH2:14][C:15]2[CH:20]=[CH:19][C:18]([O:21][CH2:22][C:23]3[CH:28]=[CH:27][CH:26]=[CH:25][CH:24]=3)=[CH:17][CH:16]=2)=[CH:8]\[C:9]([O:11][CH2:12][CH3:13])=[O:10])[S:5][CH:6]=1.[Mg].Cl. (2) Reactant: [CH3:1][C:2]1[C:10]2[CH2:9][O:8][C:7](=[O:11])[C:6]=2[CH:5]=[CH:4][C:3]=1[C:12](=[O:28])[CH2:13][N:14]1[CH2:19][CH2:18][N:17]([C:20]([O:22][C:23]([CH3:26])([CH3:25])[CH3:24])=[O:21])[CH2:16][C:15]1=[O:27].[BH4-].[Na+]. Product: [OH:28][CH:12]([C:3]1[CH:4]=[CH:5][C:6]2[C:7](=[O:11])[O:8][CH2:9][C:10]=2[C:2]=1[CH3:1])[CH2:13][N:14]1[CH2:19][CH2:18][N:17]([C:20]([O:22][C:23]([CH3:25])([CH3:26])[CH3:24])=[O:21])[CH2:16][C:15]1=[O:27]. The catalyst class is: 5.